From a dataset of Reaction yield outcomes from USPTO patents with 853,638 reactions. Predict the reaction yield, written as a fraction of the theoretical maximum amount of product (1.0 means a 100% yield; for example, 0.34 means a 34% yield). (1) The yield is 0.910. The product is [Br:1][C:2]1[CH:3]=[C:4]2[C:12](=[CH:13][CH:14]=1)[N:11]([CH3:15])[C:10]1[CH2:9][CH2:8][CH2:7][CH2:6][C:5]2=1. The reactants are [Br:1][C:2]1[CH:3]=[C:4]2[C:12](=[CH:13][CH:14]=1)[NH:11][C:10]1[CH2:9][CH2:8][CH2:7][CH2:6][C:5]2=1.[CH3:15]I. The catalyst is CN(C=O)C. (2) The reactants are [F:1][C:2]1[CH:7]=[C:6]([C:8]([O:10]C)=[O:9])[CH:5]=[CH:4][C:3]=1[C:12]1[CH:17]=[CH:16][C:15]([O:18][CH2:19][CH:20]2[CH2:25][CH2:24][N:23]([CH2:26][C:27]([F:30])([CH3:29])[CH3:28])[CH2:22][CH2:21]2)=[CH:14][C:13]=1[F:31].O[Li].O.Cl. The catalyst is C1COCC1.O. The product is [F:1][C:2]1[CH:7]=[C:6]([C:8]([OH:10])=[O:9])[CH:5]=[CH:4][C:3]=1[C:12]1[CH:17]=[CH:16][C:15]([O:18][CH2:19][CH:20]2[CH2:21][CH2:22][N:23]([CH2:26][C:27]([F:30])([CH3:28])[CH3:29])[CH2:24][CH2:25]2)=[CH:14][C:13]=1[F:31]. The yield is 0.770.